Regression. Given two drug SMILES strings and cell line genomic features, predict the synergy score measuring deviation from expected non-interaction effect. From a dataset of NCI-60 drug combinations with 297,098 pairs across 59 cell lines. (1) Drug 1: C1=C(C(=O)NC(=O)N1)N(CCCl)CCCl. Drug 2: C1CN(CCN1C(=O)CCBr)C(=O)CCBr. Cell line: A549. Synergy scores: CSS=40.0, Synergy_ZIP=-1.47, Synergy_Bliss=4.54, Synergy_Loewe=1.40, Synergy_HSA=7.56. (2) Drug 1: C1=C(C(=O)NC(=O)N1)F. Drug 2: C1CC(C1)(C(=O)O)C(=O)O.[NH2-].[NH2-].[Pt+2]. Cell line: SK-MEL-5. Synergy scores: CSS=54.6, Synergy_ZIP=-11.1, Synergy_Bliss=-12.6, Synergy_Loewe=-9.00, Synergy_HSA=-6.22. (3) Drug 1: CC1C(C(CC(O1)OC2CC(CC3=C2C(=C4C(=C3O)C(=O)C5=C(C4=O)C(=CC=C5)OC)O)(C(=O)CO)O)N)O.Cl. Synergy scores: CSS=24.1, Synergy_ZIP=-14.3, Synergy_Bliss=-18.0, Synergy_Loewe=-16.0, Synergy_HSA=-14.3. Drug 2: CC12CCC3C(C1CCC2O)C(CC4=C3C=CC(=C4)O)CCCCCCCCCS(=O)CCCC(C(F)(F)F)(F)F. Cell line: HS 578T. (4) Drug 1: C1=CC(=CC=C1CCC2=CNC3=C2C(=O)NC(=N3)N)C(=O)NC(CCC(=O)O)C(=O)O. Drug 2: CC1=C(C(=CC=C1)Cl)NC(=O)C2=CN=C(S2)NC3=CC(=NC(=N3)C)N4CCN(CC4)CCO. Cell line: HOP-92. Synergy scores: CSS=27.3, Synergy_ZIP=-6.88, Synergy_Bliss=-1.43, Synergy_Loewe=1.31, Synergy_HSA=2.18. (5) Drug 1: CNC(=O)C1=CC=CC=C1SC2=CC3=C(C=C2)C(=NN3)C=CC4=CC=CC=N4. Drug 2: C1CCC(CC1)NC(=O)N(CCCl)N=O. Cell line: UO-31. Synergy scores: CSS=13.7, Synergy_ZIP=-2.39, Synergy_Bliss=2.42, Synergy_Loewe=2.54, Synergy_HSA=2.44. (6) Drug 1: CC12CCC3C(C1CCC2=O)CC(=C)C4=CC(=O)C=CC34C. Drug 2: C1=NC2=C(N=C(N=C2N1C3C(C(C(O3)CO)O)F)Cl)N. Cell line: LOX IMVI. Synergy scores: CSS=43.5, Synergy_ZIP=2.22, Synergy_Bliss=2.05, Synergy_Loewe=-15.7, Synergy_HSA=2.42. (7) Drug 1: C1CN1P(=S)(N2CC2)N3CC3. Drug 2: CC(C)CN1C=NC2=C1C3=CC=CC=C3N=C2N. Cell line: HCT-15. Synergy scores: CSS=8.54, Synergy_ZIP=-7.98, Synergy_Bliss=-3.83, Synergy_Loewe=-2.89, Synergy_HSA=-2.51. (8) Drug 1: CC1C(C(CC(O1)OC2CC(OC(C2O)C)OC3=CC4=CC5=C(C(=O)C(C(C5)C(C(=O)C(C(C)O)O)OC)OC6CC(C(C(O6)C)O)OC7CC(C(C(O7)C)O)OC8CC(C(C(O8)C)O)(C)O)C(=C4C(=C3C)O)O)O)O. Drug 2: C(=O)(N)NO. Cell line: OVCAR-5. Synergy scores: CSS=51.7, Synergy_ZIP=0.390, Synergy_Bliss=1.47, Synergy_Loewe=-25.0, Synergy_HSA=0.838. (9) Drug 2: CC1CCC2CC(C(=CC=CC=CC(CC(C(=O)C(C(C(=CC(C(=O)CC(OC(=O)C3CCCCN3C(=O)C(=O)C1(O2)O)C(C)CC4CCC(C(C4)OC)O)C)C)O)OC)C)C)C)OC. Drug 1: C1=CC(=CC=C1CCC2=CNC3=C2C(=O)NC(=N3)N)C(=O)NC(CCC(=O)O)C(=O)O. Cell line: ACHN. Synergy scores: CSS=31.0, Synergy_ZIP=-8.19, Synergy_Bliss=-6.18, Synergy_Loewe=1.58, Synergy_HSA=2.48. (10) Drug 1: C(CC(=O)O)C(=O)CN.Cl. Drug 2: CCC1(C2=C(COC1=O)C(=O)N3CC4=CC5=C(C=CC(=C5CN(C)C)O)N=C4C3=C2)O.Cl. Cell line: RPMI-8226. Synergy scores: CSS=19.9, Synergy_ZIP=4.17, Synergy_Bliss=5.84, Synergy_Loewe=-8.19, Synergy_HSA=3.50.